This data is from Forward reaction prediction with 1.9M reactions from USPTO patents (1976-2016). The task is: Predict the product of the given reaction. (1) Given the reactants [CH3:1][O:2][C:3]1[CH:4]=[CH:5][CH:6]=[C:7]2[C:12]=1[CH2:11][C:10](=[O:13])[CH2:9][CH2:8]2.[OH-].[K+], predict the reaction product. The product is: [CH3:1][O:2][C:3]1[CH:4]=[CH:5][CH:6]=[C:7]2[C:12]=1[CH2:11][C@H:10]([OH:13])[CH2:9][CH2:8]2. (2) Given the reactants Cl.[I:2][C:3]1[C:11]2[C:6](=[N:7][CH:8]=[N:9][C:10]=2[NH2:12])[N:5]([CH:13]2[CH2:17][CH2:16][NH:15][CH2:14]2)[N:4]=1.C(=O)(O)[O-].[Na+].[C:23](O[C:23]([O:25][C:26]([CH3:29])([CH3:28])[CH3:27])=[O:24])([O:25][C:26]([CH3:29])([CH3:28])[CH3:27])=[O:24], predict the reaction product. The product is: [NH2:12][C:10]1[N:9]=[CH:8][N:7]=[C:6]2[N:5]([CH:13]3[CH2:17][CH2:16][N:15]([C:23]([O:25][C:26]([CH3:29])([CH3:28])[CH3:27])=[O:24])[CH2:14]3)[N:4]=[C:3]([I:2])[C:11]=12. (3) Given the reactants [O:1]=[S:2]1(=[O:44])[CH2:7][CH2:6][CH:5]([CH2:8][O:9][C:10]2[CH:15]=[CH:14][C:13]([C:16]3[C:17]4[CH:24]=[C:23]([O:25][CH2:26][C:27]5[CH:32]=[CH:31][C:30]([C@@H:33]([C:40]#[C:41][CH3:42])[CH2:34][C:35]([O:37]CC)=[O:36])=[CH:29][CH:28]=5)[CH:22]=[CH:21][C:18]=4[S:19][CH:20]=3)=[C:12]([CH3:43])[CH:11]=2)[CH2:4][CH2:3]1.[Li+].[OH-].Cl, predict the reaction product. The product is: [O:44]=[S:2]1(=[O:1])[CH2:7][CH2:6][CH:5]([CH2:8][O:9][C:10]2[CH:15]=[CH:14][C:13]([C:16]3[C:17]4[CH:24]=[C:23]([O:25][CH2:26][C:27]5[CH:28]=[CH:29][C:30]([C@@H:33]([C:40]#[C:41][CH3:42])[CH2:34][C:35]([OH:37])=[O:36])=[CH:31][CH:32]=5)[CH:22]=[CH:21][C:18]=4[S:19][CH:20]=3)=[C:12]([CH3:43])[CH:11]=2)[CH2:4][CH2:3]1.